This data is from Full USPTO retrosynthesis dataset with 1.9M reactions from patents (1976-2016). The task is: Predict the reactants needed to synthesize the given product. (1) Given the product [N:1]1[CH:6]=[CH:5][CH:4]=[CH:3][C:2]=1[O:7][CH2:8][C:9]1[CH:31]=[CH:30][C:12]([CH2:13][C:14]2[CH:18]=[C:17]([C:19]3[C:20]([NH:25][P:26]([O-:28])([O-:29])=[O:27])=[N:21][CH:22]=[CH:23][CH:24]=3)[O:16][N:15]=2)=[CH:11][CH:10]=1.[Li+:36].[Li+:36], predict the reactants needed to synthesize it. The reactants are: [N:1]1[CH:6]=[CH:5][CH:4]=[CH:3][C:2]=1[O:7][CH2:8][C:9]1[CH:31]=[CH:30][C:12]([CH2:13][C:14]2[CH:18]=[C:17]([C:19]3[C:20]([NH:25][P:26](=[O:29])([OH:28])[OH:27])=[N:21][CH:22]=[CH:23][CH:24]=3)[O:16][N:15]=2)=[CH:11][CH:10]=1.CO.O.[OH-].[Li+:36]. (2) Given the product [C:22]([O:21][C:20](=[O:26])[NH:19][C:14]1[CH:15]=[CH:16][C:17]([CH3:18])=[C:12]([NH:11][C:6]2[N:7]=[CH:8][C:9]3[N:10]=[C:2]([NH:1][C:27](=[O:29])[CH3:28])[S:3][C:4]=3[N:5]=2)[CH:13]=1)([CH3:23])([CH3:25])[CH3:24], predict the reactants needed to synthesize it. The reactants are: [NH2:1][C:2]1[S:3][C:4]2[N:5]=[C:6]([NH:11][C:12]3[CH:13]=[C:14]([NH:19][C:20](=[O:26])[O:21][C:22]([CH3:25])([CH3:24])[CH3:23])[CH:15]=[CH:16][C:17]=3[CH3:18])[N:7]=[CH:8][C:9]=2[N:10]=1.[C:27](Cl)(=[O:29])[CH3:28].C(=O)([O-])O.[Na+]. (3) The reactants are: [CH2:1]([O:4][C:5]1([CH3:34])[CH2:10][CH2:9][N:8]([C:11]2[N:16]3[CH:17]=[C:18]([C:20]4[CH:25]=[CH:24][CH:23]=[C:22]([Br:26])[CH:21]=4)[N:19]=[C:15]3[CH:14]=[C:13]([CH3:27])[C:12]=2[C@H:28]([OH:33])[C:29]([O:31][CH3:32])=[O:30])[CH2:7][CH2:6]1)[CH:2]=[CH2:3].[CH2:35]([C:39]1(C)[CH2:44]CN(C2N3C=C(C(OCC)=O)N=C3C=C(C)C=2[C@H](O[C:39]([CH3:44])([CH3:40])[CH3:35])C(OC)=O)C[CH2:40]1)CC=C. Given the product [CH2:1]([O:4][C:5]1([CH3:34])[CH2:10][CH2:9][N:8]([C:11]2[N:16]3[CH:17]=[C:18]([C:20]4[CH:25]=[CH:24][CH:23]=[C:22]([Br:26])[CH:21]=4)[N:19]=[C:15]3[CH:14]=[C:13]([CH3:27])[C:12]=2[C@H:28]([O:33][C:39]([CH3:44])([CH3:40])[CH3:35])[C:29]([O:31][CH3:32])=[O:30])[CH2:7][CH2:6]1)[CH:2]=[CH2:3], predict the reactants needed to synthesize it. (4) Given the product [CH3:1][O:2][C:3](=[O:4])[C:5]1[CH:10]=[C:9]([C:22]2[CH:23]=[CH:24][C:19]([Cl:18])=[CH:20][CH:21]=2)[CH:8]=[N:7][CH:6]=1, predict the reactants needed to synthesize it. The reactants are: [CH3:1][O:2][C:3]([C:5]1[CH:6]=[N:7][CH:8]=[C:9](Br)[CH:10]=1)=[O:4].C(=O)([O-])[O-].[Cs+].[Cs+].[Cl:18][C:19]1[CH:24]=[CH:23][C:22](B(O)O)=[CH:21][CH:20]=1. (5) Given the product [Br:39][C:3]1[CH:8]=[CH:7][C:6]([CH2:9][N:11]([CH2:22][C:23]2[N:24]=[C:25]3[CH:30]=[CH:29][CH:28]=[C:27]([N:31]4[CH2:36][CH2:35][N:34]([CH3:37])[CH2:33][CH2:32]4)[N:26]3[CH:38]=2)[C@@H:12]2[C:21]3[N:20]=[CH:19][CH:18]=[CH:17][C:16]=3[CH2:15][CH2:14][CH2:13]2)=[CH:5][CH:4]=1, predict the reactants needed to synthesize it. The reactants are: CO[C:3]1[CH:8]=[CH:7][C:6]([C@@H:9]([N:11]([CH2:22][C:23]2[N:24]=[C:25]3[CH:30]=[CH:29][CH:28]=[C:27]([N:31]4[CH2:36][CH2:35][N:34]([CH3:37])[CH2:33][CH2:32]4)[N:26]3[CH:38]=2)[C@@H:12]2[C:21]3[N:20]=[CH:19][CH:18]=[CH:17][C:16]=3[CH2:15][CH2:14][CH2:13]2)C)=[CH:5][CH:4]=1.[Br:39]C1C=CC(C=O)=CC=1. (6) Given the product [CH3:1][O:2][C:3]1([CH3:31])[CH2:6][N:5]([C:7]([C:9]2[CH:10]=[C:11]3[C:16](=[CH:17][CH:18]=2)[CH:15]=[N+:14]([O-:40])[CH:13]=[C:12]3[C:19]2[CH:20]=[CH:21][C:22]([C:25]3[CH:26]=[N:27][N:28]([CH3:30])[CH:29]=3)=[CH:23][CH:24]=2)=[O:8])[CH2:4]1, predict the reactants needed to synthesize it. The reactants are: [CH3:1][O:2][C:3]1([CH3:31])[CH2:6][N:5]([C:7]([C:9]2[CH:10]=[C:11]3[C:16](=[CH:17][CH:18]=2)[CH:15]=[N:14][CH:13]=[C:12]3[C:19]2[CH:24]=[CH:23][C:22]([C:25]3[CH:26]=[N:27][N:28]([CH3:30])[CH:29]=3)=[CH:21][CH:20]=2)=[O:8])[CH2:4]1.C1C=C(Cl)C=C(C(OO)=[O:40])C=1.[OH-].[Na+].